This data is from Full USPTO retrosynthesis dataset with 1.9M reactions from patents (1976-2016). The task is: Predict the reactants needed to synthesize the given product. (1) Given the product [F:1][C:2]1[CH:11]=[C:10]2[C:5]([CH2:6][CH2:7][CH2:8][C:9]2=[N:14][OH:15])=[CH:4][CH:3]=1, predict the reactants needed to synthesize it. The reactants are: [F:1][C:2]1[CH:11]=[C:10]2[C:5]([CH2:6][CH2:7][CH2:8][C:9]2=O)=[CH:4][CH:3]=1.Cl.[NH2:14][OH:15].C([O-])(=O)C.[Na+]. (2) The reactants are: Cl[C:2]1[CH:7]=[CH:6][C:5]([C:8]2[C:13](=[O:14])[N:12]3[CH:15]=[CH:16][CH:17]=[CH:18][C:11]3=[N:10][C:9]=2[N:19]2[CH2:23][CH2:22][CH2:21][CH2:20]2)=[CH:4][CH:3]=1.C(C1N=C2C=CC=CN2C(=O)C=1C1C=CC(Cl)=CC=1)CCC.[NH2:46][C@@H:47]1[CH2:51][CH2:50][N:49]([C:52]([O:54][C:55]([CH3:58])([CH3:57])[CH3:56])=[O:53])[CH2:48]1.NC1CCCN(C(OC(C)(C)C)=O)C1. Given the product [O:14]=[C:13]1[N:12]2[CH:15]=[CH:16][CH:17]=[CH:18][C:11]2=[N:10][C:9]([N:19]2[CH2:23][CH2:22][CH2:21][CH2:20]2)=[C:8]1[C:5]1[CH:6]=[CH:7][C:2]([NH:46][C@@H:47]2[CH2:51][CH2:50][N:49]([C:52]([O:54][C:55]([CH3:58])([CH3:57])[CH3:56])=[O:53])[CH2:48]2)=[CH:3][CH:4]=1, predict the reactants needed to synthesize it. (3) Given the product [Br:36][C:37]1[C:38]([NH:44][C:22](=[O:24])[C:21]([NH:20][C:18](=[O:19])[O:17][C:13]([CH3:14])([CH3:15])[CH3:16])([CH3:26])[CH3:25])=[N:39][CH:40]=[C:41]([Br:43])[N:42]=1, predict the reactants needed to synthesize it. The reactants are: C(N1C=CN=C1)(N1C=CN=C1)=O.[C:13]([O:17][C:18]([NH:20][C:21]([CH3:26])([CH3:25])[C:22]([OH:24])=O)=[O:19])([CH3:16])([CH3:15])[CH3:14].C(N(CC)C(C)C)(C)C.[Br:36][C:37]1[C:38]([NH2:44])=[N:39][CH:40]=[C:41]([Br:43])[N:42]=1. (4) Given the product [Cl:22][C:15]1[CH:14]=[C:13]2[C:12](=[C:21]3[C:16]=1[CH:17]=[CH:18][CH:19]=[N:20]3)[NH:11][S:8](=[O:10])(=[O:9])[C:3]1[C:4]2=[CH:5][CH:6]=[CH:7][CH:2]=1, predict the reactants needed to synthesize it. The reactants are: N[C:2]1[CH:7]=[CH:6][CH:5]=[CH:4][C:3]=1[S:8]([NH:11][C:12]1[CH:13]=[CH:14][C:15]([Cl:22])=[C:16]2[C:21]=1[N:20]=[CH:19][CH:18]=[CH:17]2)(=[O:10])=[O:9].N(OC(C)(C)C)=O.CC(O)=O. (5) Given the product [ClH:19].[ClH:22].[NH2:7][CH:8]([CH3:20])[CH2:9][N:10]1[C:18]2[C:17]([NH:26][C:25]3[CH:27]=[CH:28][C:29]([O:30][C:31]4[CH:36]=[CH:35][CH:34]=[C:33]([C:37]([F:38])([F:39])[F:40])[CH:32]=4)=[C:23]([Cl:22])[CH:24]=3)=[N:16][CH:15]=[N:14][C:13]=2[CH:12]=[CH:11]1, predict the reactants needed to synthesize it. The reactants are: C(OC(=O)[NH:7][CH:8]([CH3:20])[CH2:9][N:10]1[C:18]2[C:17]([Cl:19])=[N:16][CH:15]=[N:14][C:13]=2[CH:12]=[CH:11]1)(C)(C)C.[Cl:22][C:23]1[CH:24]=[C:25]([CH:27]=[CH:28][C:29]=1[O:30][C:31]1[CH:36]=[CH:35][CH:34]=[C:33]([C:37]([F:40])([F:39])[F:38])[CH:32]=1)[NH2:26].C(OC(OC(C)(C)C)=O)(OC(C)(C)C)=O.Cl.